Dataset: Merck oncology drug combination screen with 23,052 pairs across 39 cell lines. Task: Regression. Given two drug SMILES strings and cell line genomic features, predict the synergy score measuring deviation from expected non-interaction effect. Drug 2: CCN(CC)CCNC(=O)c1c(C)[nH]c(C=C2C(=O)Nc3ccc(F)cc32)c1C. Cell line: KPL1. Drug 1: COc1cc(C2c3cc4c(cc3C(OC3OC5COC(C)OC5C(O)C3O)C3COC(=O)C23)OCO4)cc(OC)c1O. Synergy scores: synergy=17.6.